This data is from Reaction yield outcomes from USPTO patents with 853,638 reactions. The task is: Predict the reaction yield, written as a fraction of the theoretical maximum amount of product (1.0 means a 100% yield; for example, 0.34 means a 34% yield). The reactants are Br[C:2]1[C:3]([C:12]([O:14][CH3:15])=[O:13])=[CH:4][C:5]([O:8][CH:9]([CH3:11])[CH3:10])=[N:6][CH:7]=1.[CH:16]([N:18]1[C:22](=[O:23])[C:21]2=[CH:24][CH:25]=[CH:26][CH:27]=[C:20]2[C:19]1=[O:28])=[CH2:17].C([O-])([O-])=O.[K+].[K+]. The catalyst is C1(C)C=CC=CC=1.CC(C)([P](C(C)(C)C)([Pd][P](C(C)(C)C)(C(C)(C)C)C(C)(C)C)C(C)(C)C)C. The product is [O:28]=[C:19]1[C:20]2[C:21](=[CH:24][CH:25]=[CH:26][CH:27]=2)[C:22](=[O:23])[N:18]1/[CH:16]=[CH:17]/[C:2]1[C:3]([C:12]([O:14][CH3:15])=[O:13])=[CH:4][C:5]([O:8][CH:9]([CH3:11])[CH3:10])=[N:6][CH:7]=1. The yield is 0.340.